This data is from Reaction yield outcomes from USPTO patents with 853,638 reactions. The task is: Predict the reaction yield, written as a fraction of the theoretical maximum amount of product (1.0 means a 100% yield; for example, 0.34 means a 34% yield). (1) The reactants are Cl[C:2]1[C:11]2[C:6](=[CH:7][C:8]([S:12]([NH:15][C:16]3[CH:21]=[CH:20][N:19]=[CH:18][N:17]=3)(=[O:14])=[O:13])=[CH:9][CH:10]=2)[CH:5]=[CH:4][N:3]=1.[F:22][C:23]1[N:28]=[C:27]([O:29][CH3:30])[C:26](B(O)O)=[CH:25][CH:24]=1.C([O-])([O-])=O.[K+].[K+].O1CCOCC1. The catalyst is C1C=CC([P]([Pd]([P](C2C=CC=CC=2)(C2C=CC=CC=2)C2C=CC=CC=2)([P](C2C=CC=CC=2)(C2C=CC=CC=2)C2C=CC=CC=2)[P](C2C=CC=CC=2)(C2C=CC=CC=2)C2C=CC=CC=2)(C2C=CC=CC=2)C2C=CC=CC=2)=CC=1.O. The product is [F:22][C:23]1[N:28]=[C:27]([O:29][CH3:30])[C:26]([C:2]2[C:11]3[C:6](=[CH:7][C:8]([S:12]([NH:15][C:16]4[CH:21]=[CH:20][N:19]=[CH:18][N:17]=4)(=[O:14])=[O:13])=[CH:9][CH:10]=3)[CH:5]=[CH:4][N:3]=2)=[CH:25][CH:24]=1. The yield is 0.211. (2) The reactants are [Br:1][C:2]1[CH:3]=[C:4]([CH:6]=[CH:7][CH:8]=1)[NH2:5].[C:9](O[C:9]([O:11][C:12]([CH3:15])([CH3:14])[CH3:13])=[O:10])([O:11][C:12]([CH3:15])([CH3:14])[CH3:13])=[O:10]. The catalyst is ClCCl. The product is [Br:1][C:2]1[CH:3]=[C:4]([NH:5][C:9](=[O:10])[O:11][C:12]([CH3:15])([CH3:14])[CH3:13])[CH:6]=[CH:7][CH:8]=1. The yield is 0.980.